This data is from Forward reaction prediction with 1.9M reactions from USPTO patents (1976-2016). The task is: Predict the product of the given reaction. (1) Given the reactants [CH:1]1([N:7]([CH:18]2[CH2:23][CH2:22][CH2:21][CH2:20][CH2:19]2)[C:8]([NH:10][C:11]2[S:12][C:13]([CH:16]=O)=[CH:14][N:15]=2)=[O:9])[CH2:6][CH2:5][CH2:4][CH2:3][CH2:2]1.Cl.[CH2:25]([S:28]([N:31]1[CH2:36][CH2:35][NH:34][CH2:33][CH2:32]1)(=[O:30])=[O:29])[CH2:26][CH3:27].C(O[BH-](OC(=O)C)OC(=O)C)(=O)C.[Na+], predict the reaction product. The product is: [CH:1]1([N:7]([CH:18]2[CH2:23][CH2:22][CH2:21][CH2:20][CH2:19]2)[C:8]([NH:10][C:11]2[S:12][C:13]([CH2:16][N:34]3[CH2:33][CH2:32][N:31]([S:28]([CH2:25][CH2:26][CH3:27])(=[O:29])=[O:30])[CH2:36][CH2:35]3)=[CH:14][N:15]=2)=[O:9])[CH2:6][CH2:5][CH2:4][CH2:3][CH2:2]1. (2) Given the reactants [CH:1]1([N:4]2[CH2:9][CH2:8][N:7]([C:10]3[S:11][C:12]4[CH:18]=[C:17]([CH:19]=O)[CH:16]=[CH:15][C:13]=4[N:14]=3)[CH2:6][CH2:5]2)[CH2:3][CH2:2]1.[CH:21]1([NH2:24])[CH2:23][CH2:22]1.CC(O)=O.[BH3-]C#N.[Na+], predict the reaction product. The product is: [CH:21]1([NH:24][CH2:19][C:17]2[CH:16]=[CH:15][C:13]3[N:14]=[C:10]([N:7]4[CH2:8][CH2:9][N:4]([CH:1]5[CH2:3][CH2:2]5)[CH2:5][CH2:6]4)[S:11][C:12]=3[CH:18]=2)[CH2:23][CH2:22]1. (3) Given the reactants [C:1]1(B(O)O)[CH:6]=[CH:5][CH:4]=[CH:3][CH:2]=1.[Cl:10][C:11]1[CH:16]=[C:15](Cl)[N:14]=[CH:13][N:12]=1.[F-].[Cs+], predict the reaction product. The product is: [Cl:10][C:11]1[CH:16]=[C:15]([C:1]2[CH:6]=[CH:5][CH:4]=[CH:3][CH:2]=2)[N:14]=[CH:13][N:12]=1.